From a dataset of Catalyst prediction with 721,799 reactions and 888 catalyst types from USPTO. Predict which catalyst facilitates the given reaction. (1) The catalyst class is: 53. Product: [Br:19][CH2:18][C:16]1[CH:15]=[CH:14][C:9]([C:10]([O:12][CH3:13])=[O:11])=[C:8]([O:7][CH2:6][CH2:5][CH2:4][O:3][CH3:1])[CH:17]=1. Reactant: [CH2:1]([O:3][CH2:4][CH2:5][CH2:6][O:7][C:8]1[CH:17]=[C:16]([CH3:18])[CH:15]=[CH:14][C:9]=1[C:10]([O:12][CH3:13])=[O:11])C.[Br:19]N1C(=O)CCC1=O.N(C(C)(C)C#N)=NC(C)(C)C#N.C(OOC(=O)C1C=CC=CC=1)(=O)C1C=CC=CC=1.C1(=O)NC(=O)CC1. (2) The catalyst class is: 5. Reactant: [OH-].[K+].[O:3]1[C:8]2[CH:9]=[CH:10][C:11]([CH:13]=[O:14])=[CH:12][C:7]=2[O:6][CH2:5][CH2:4]1.[N+:15]([CH2:17][C:18]([N:20]1[CH2:24][CH2:23][CH2:22][CH2:21]1)=[O:19])#[C-:16]. Product: [O:3]1[C:8]2[CH:9]=[CH:10][C:11]([C@@H:13]3[O:14][CH:16]=[N:15][C@H:17]3[C:18]([N:20]3[CH2:24][CH2:23][CH2:22][CH2:21]3)=[O:19])=[CH:12][C:7]=2[O:6][CH2:5][CH2:4]1.